Predict the product of the given reaction. From a dataset of Forward reaction prediction with 1.9M reactions from USPTO patents (1976-2016). (1) Given the reactants [CH2:1]([O:8][C:9]1[CH:10]=[C:11]([CH2:16][C@H:17]([NH:22][C:23](=[O:36])[C@@H:24]([NH:26][C:27](=[O:35])[CH2:28][N:29]2[CH2:34][CH2:33][O:32][CH2:31][CH2:30]2)[CH3:25])[C:18]([O:20]C)=[O:19])[CH:12]=[CH:13][C:14]=1[CH3:15])[C:2]1[CH:7]=[CH:6][CH:5]=[CH:4][CH:3]=1.[OH-].[Li+].O, predict the reaction product. The product is: [CH2:1]([O:8][C:9]1[CH:10]=[C:11]([CH2:16][C@H:17]([NH:22][C:23](=[O:36])[C@@H:24]([NH:26][C:27](=[O:35])[CH2:28][N:29]2[CH2:34][CH2:33][O:32][CH2:31][CH2:30]2)[CH3:25])[C:18]([OH:20])=[O:19])[CH:12]=[CH:13][C:14]=1[CH3:15])[C:2]1[CH:3]=[CH:4][CH:5]=[CH:6][CH:7]=1. (2) Given the reactants [Br:1][C:2]1[CH:10]=[CH:9][C:5]([C:6]([OH:8])=O)=[C:4]([F:11])[CH:3]=1.[C:12]([O:16][C:17]([N:19]1[CH2:24][CH2:23][NH:22][CH2:21][CH2:20]1)=[O:18])([CH3:15])([CH3:14])[CH3:13], predict the reaction product. The product is: [C:12]([O:16][C:17]([N:19]1[CH2:24][CH2:23][N:22]([C:6](=[O:8])[C:5]2[CH:9]=[CH:10][C:2]([Br:1])=[CH:3][C:4]=2[F:11])[CH2:21][CH2:20]1)=[O:18])([CH3:15])([CH3:13])[CH3:14]. (3) Given the reactants Br[C:2]1[CH:7]=[C:6]([C:8]([F:11])([F:10])[F:9])[C:5]([N:12]([CH2:18][C:19]2[CH:24]=[CH:23][CH:22]=[CH:21][C:20]=2[Cl:25])[C:13](=[O:17])[O:14][CH2:15][CH3:16])=[C:4]([N+:26]([O-:28])=[O:27])[CH:3]=1.Cl.[CH3:30][N:31](C)C=O, predict the reaction product. The product is: [Cl:25][C:20]1[CH:21]=[CH:22][CH:23]=[CH:24][C:19]=1[CH2:18][N:12]([C:5]1[C:6]([C:8]([F:11])([F:10])[F:9])=[CH:7][C:2]([C:30]#[N:31])=[CH:3][C:4]=1[N+:26]([O-:28])=[O:27])[C:13](=[O:17])[O:14][CH2:15][CH3:16].